From a dataset of NCI-60 drug combinations with 297,098 pairs across 59 cell lines. Regression. Given two drug SMILES strings and cell line genomic features, predict the synergy score measuring deviation from expected non-interaction effect. Drug 2: C1=CC(=CC=C1CC(C(=O)O)N)N(CCCl)CCCl.Cl. Cell line: A549. Synergy scores: CSS=42.8, Synergy_ZIP=-3.96, Synergy_Bliss=-2.56, Synergy_Loewe=0.168, Synergy_HSA=1.28. Drug 1: CC(CN1CC(=O)NC(=O)C1)N2CC(=O)NC(=O)C2.